From a dataset of Peptide-MHC class I binding affinity with 185,985 pairs from IEDB/IMGT. Regression. Given a peptide amino acid sequence and an MHC pseudo amino acid sequence, predict their binding affinity value. This is MHC class I binding data. (1) The peptide sequence is RVYINVVVK. The MHC is HLA-B35:01 with pseudo-sequence HLA-B35:01. The binding affinity (normalized) is 0.0847. (2) The MHC is HLA-A02:06 with pseudo-sequence HLA-A02:06. The binding affinity (normalized) is 0.350. The peptide sequence is CQCTVQEFI. (3) The peptide sequence is EPADHLAIM. The MHC is HLA-A02:03 with pseudo-sequence HLA-A02:03. The binding affinity (normalized) is 0.358. (4) The peptide sequence is ALMTLDDLA. The MHC is HLA-A33:01 with pseudo-sequence HLA-A33:01. The binding affinity (normalized) is 0.